Dataset: Forward reaction prediction with 1.9M reactions from USPTO patents (1976-2016). Task: Predict the product of the given reaction. (1) Given the reactants [CH2:1]([C@@H:3]1[CH2:7][C@H:6](O)[CH2:5][C@@H:4]1[C:9]([OH:11])=[O:10])[CH3:2].C1N(P(Cl)(N2C(=O)OCC2)=O)C(=O)OC1.CCOCC, predict the reaction product. The product is: [CH2:1]([CH:3]1[CH2:7][CH:6]2[CH2:5][CH:4]1[C:9](=[O:10])[O:11]2)[CH3:2]. (2) Given the reactants [CH:1]1[CH:6]=[N:5][CH:4]=[C:3]([CH2:7][C:8]([P:14]([OH:17])([OH:16])=[O:15])([P:10]([OH:13])([OH:12])=[O:11])[OH:9])[CH:2]=1.C(O)(=[O:24])CCCCC.CC[Na:28].C([OH:32])(C)C, predict the reaction product. The product is: [CH:1]1[CH:6]=[N:5][CH:4]=[C:3]([CH2:7][C:8]([P:10]([O-:12])([OH:13])=[O:11])([P:14]([OH:17])([OH:16])=[O:15])[OH:9])[CH:2]=1.[CH:1]1[CH:6]=[N:5][CH:4]=[C:3]([CH2:7][C:8]([P:10]([O-:12])([OH:13])=[O:11])([P:14]([OH:17])([OH:16])=[O:15])[OH:9])[CH:2]=1.[OH2:24].[OH2:32].[OH2:9].[OH2:9].[OH2:9].[Na+:28].[Na+:28].